The task is: Predict the product of the given reaction.. This data is from Forward reaction prediction with 1.9M reactions from USPTO patents (1976-2016). (1) Given the reactants [Br-:1].[CH:2]1([C:8]([OH:34])([C:28]2[CH:33]=[CH:32][CH:31]=[CH:30][CH:29]=2)[C:9]([O:11]CC2CCC[N+]2(C(C2C=CON=2)C(=O)N)C)=[O:10])[CH2:7][CH2:6][CH2:5][CH2:4][CH2:3]1.[Br-].O[CH2:37][C@H:38]1[CH2:42][CH2:41][CH2:40][N+:39]1([CH2:44][C:45](=[O:52])[NH:46][C:47]1[CH:51]=[CH:50][O:49][N:48]=1)[CH3:43].[Br-].OC1CC[N+](CC(=O)NC2C=CON=2)(C)CC1, predict the reaction product. The product is: [Br-:1].[CH:2]1([C:8]([OH:34])([C:28]2[CH:29]=[CH:30][CH:31]=[CH:32][CH:33]=2)[C:9]([O:11][CH:42]2[CH2:37][CH2:38][N+:39]([CH2:44][C:45](=[O:52])[NH:46][C:47]3[CH:51]=[CH:50][O:49][N:48]=3)([CH3:43])[CH2:40][CH2:41]2)=[O:10])[CH2:3][CH2:4][CH2:5][CH2:6][CH2:7]1. (2) Given the reactants [N:1]1[CH:6]=[CH:5][CH:4]=[C:3](/[CH:7]=[CH:8]/[C:9]2[C:17]3[C:12](=[CH:13][C:14]([C:18]#N)=[CH:15][CH:16]=3)[NH:11][N:10]=2)[CH:2]=1.CC(O)=[O:22].CN(C=O)C.[PH2]([O-])=O.[Na+], predict the reaction product. The product is: [N:1]1[CH:6]=[CH:5][CH:4]=[C:3](/[CH:7]=[CH:8]/[C:9]2[C:17]3[C:12](=[CH:13][C:14]([CH:18]=[O:22])=[CH:15][CH:16]=3)[NH:11][N:10]=2)[CH:2]=1. (3) Given the reactants [CH3:1][O:2][C:3]([C:5]1[CH:6]([C:17]2[CH:22]=[CH:21][C:20]([F:23])=[CH:19][C:18]=2[Cl:24])[N:7]=[C:8]([C:12]2[S:13][CH:14]=[CH:15][N:16]=2)[NH:9][C:10]=1[CH3:11])=[O:4].C1C(=O)N([Br:32])C(=O)C1, predict the reaction product. The product is: [CH3:1][O:2][C:3]([C:5]1[CH:6]([C:17]2[CH:22]=[CH:21][C:20]([F:23])=[CH:19][C:18]=2[Cl:24])[N:7]=[C:8]([C:12]2[S:13][CH:14]=[CH:15][N:16]=2)[NH:9][C:10]=1[CH2:11][Br:32])=[O:4]. (4) The product is: [CH2:28]([N:27]1[C:23]([C@H:18]2[CH2:19][CH2:20][CH2:21][CH2:22][C@@H:17]2[O:16][C:13]2[CH:14]=[CH:15][C:10]([S:7]([NH:6][C:31]3[CH:36]=[CH:35][N:34]=[CH:33][N:32]=3)(=[O:8])=[O:9])=[C:11]([F:30])[CH:12]=2)=[CH:24][CH:25]=[N:26]1)[CH3:29]. Given the reactants COC1C=C(OC)C=CC=1C[N:6]([C:31]1[CH:36]=[CH:35][N:34]=[CH:33][N:32]=1)[S:7]([C:10]1[CH:15]=[CH:14][C:13]([O:16][C@H:17]2[CH2:22][CH2:21][CH2:20][CH2:19][C@@H:18]2[C:23]2[N:27]([CH2:28][CH3:29])[N:26]=[CH:25][CH:24]=2)=[CH:12][C:11]=1[F:30])(=[O:9])=[O:8].C([SiH](CC)CC)C.FC(F)(F)C(O)=O, predict the reaction product. (5) Given the reactants [CH3:1][C:2]1[O:6][C:5]([C:7]2[CH:12]=[CH:11][CH:10]=[CH:9][CH:8]=2)=[N:4][C:3]=1[CH2:13][O:14][C:15]1[CH:20]=[CH:19][C:18]([CH2:21][CH2:22][CH2:23][OH:24])=[CH:17][CH:16]=1.C([N:27]([CH2:30][CH3:31])CC)C.[C:32]([O:35]CC)(=[O:34])C, predict the reaction product. The product is: [CH3:1][C:2]1[O:6][C:5]([C:7]2[CH:8]=[CH:9][CH:10]=[CH:11][CH:12]=2)=[N:4][C:3]=1[CH2:13][O:14][C:15]1[CH:16]=[CH:17][C:18]([CH2:21][CH2:22][CH2:23][O:24]/[N:27]=[C:30](/[C:31]2[CH:11]=[CH:12][CH:7]=[CH:8][CH:9]=2)\[C:32]([OH:35])=[O:34])=[CH:19][CH:20]=1. (6) Given the reactants [C:1]([C:4]1[CH:8]=[C:7]([C:9]([NH:11][C@@H:12]([CH3:29])[CH2:13][N:14]2[CH:18]=[CH:17][C:16]([C:19]3[CH:24]=[CH:23][C:22]([C:25]#[N:26])=[C:21]([Cl:27])[C:20]=3[CH3:28])=[N:15]2)=[O:10])[NH:6][N:5]=1)(=[O:3])[CH3:2].[BH4-].[Na+].[Cl-].[NH4+], predict the reaction product. The product is: [Cl:27][C:21]1[C:20]([CH3:28])=[C:19]([C:16]2[CH:17]=[CH:18][N:14]([CH2:13][C@@H:12]([NH:11][C:9]([C:7]3[NH:6][N:5]=[C:4]([CH:1]([OH:3])[CH3:2])[CH:8]=3)=[O:10])[CH3:29])[N:15]=2)[CH:24]=[CH:23][C:22]=1[C:25]#[N:26]. (7) Given the reactants [Br:1][C:2]1[CH:3]=[C:4]([C:10]2[CH:11]=[CH:12][C:13]([C:17]([OH:19])=[O:18])=[N:14][C:15]=2[CH3:16])[CH:5]=[CH:6][C:7]=1[O:8][CH3:9].N1C=CC=CC=1.[C:26]1([CH3:36])[CH:31]=CC(S(Cl)(=O)=O)=C[CH:27]=1, predict the reaction product. The product is: [Br:1][C:2]1[CH:3]=[C:4]([C:10]2[CH:11]=[CH:12][C:13]([C:17]([O:19][C:26]([CH3:36])([CH3:31])[CH3:27])=[O:18])=[N:14][C:15]=2[CH3:16])[CH:5]=[CH:6][C:7]=1[O:8][CH3:9]. (8) Given the reactants [CH3:1][N:2]1[C:6]([NH:7][C:8]([C:21]2[CH:26]=[CH:25][CH:24]=[CH:23][CH:22]=2)([C:15]2[CH:20]=[CH:19][CH:18]=[CH:17][CH:16]=2)[C:9]2[CH:14]=[CH:13][CH:12]=[CH:11][CH:10]=2)=[C:5](/[CH:27]=[CH:28]/[C:29]([O:31][CH2:32][CH3:33])=[O:30])[CH:4]=[N:3]1, predict the reaction product. The product is: [CH3:1][N:2]1[C:6]([NH:7][C:8]([C:9]2[CH:10]=[CH:11][CH:12]=[CH:13][CH:14]=2)([C:21]2[CH:26]=[CH:25][CH:24]=[CH:23][CH:22]=2)[C:15]2[CH:16]=[CH:17][CH:18]=[CH:19][CH:20]=2)=[C:5]([CH2:27][CH2:28][C:29]([O:31][CH2:32][CH3:33])=[O:30])[CH:4]=[N:3]1. (9) Given the reactants [C:1]1([C:7]2[N:15]3[C:10]([CH:11]=[CH:12][CH:13]=[CH:14]3)=[CH:9][C:8]=2[CH:16]=[O:17])[CH:6]=[CH:5][CH:4]=[CH:3][CH:2]=1.C[Mg+].[Br-].[CH3:21]COCC, predict the reaction product. The product is: [C:1]1([C:7]2[N:15]3[C:10]([CH:11]=[CH:12][CH:13]=[CH:14]3)=[CH:9][C:8]=2[CH:16]([OH:17])[CH3:21])[CH:2]=[CH:3][CH:4]=[CH:5][CH:6]=1.